From a dataset of Reaction yield outcomes from USPTO patents with 853,638 reactions. Predict the reaction yield, written as a fraction of the theoretical maximum amount of product (1.0 means a 100% yield; for example, 0.34 means a 34% yield). (1) No catalyst specified. The yield is 0.950. The reactants are [CH3:1][C:2]1([CH3:12])[O:6][C:5](=[CH:7][C:8](Cl)=[O:9])[C:4](=[O:11])[O:3]1.[F:13][C:14]1[CH:23]=[CH:22][C:17]([CH2:18][NH:19][O:20][CH3:21])=[CH:16][C:15]=1[CH3:24]. The product is [CH3:1][C:2]1([CH3:12])[O:6][C:5](=[CH:7][C:8]([N:19]([CH2:18][C:17]2[CH:22]=[CH:23][C:14]([F:13])=[C:15]([CH3:24])[CH:16]=2)[O:20][CH3:21])=[O:9])[C:4](=[O:11])[O:3]1. (2) The reactants are [Cl-].[Cl-].C([Al+2])C.[C:6]([O:10][CH3:11])(=[O:9])[C:7]#[CH:8].[C:12]([O:15][C@@H:16]1[CH2:34][CH2:33][C@@:32]2([CH3:35])[C@H:18]([CH2:19][CH2:20][C@@H:21]3[C:31]2=[CH:30][CH2:29][C@@:28]2([CH3:36])[C@H:22]3[CH2:23][CH2:24]/[C:25]/2=[CH:26]/[CH3:27])[CH2:17]1)(=[O:14])[CH3:13].O. The catalyst is C(Cl)Cl. The product is [C:12]([O:15][C@@H:16]1[CH2:34][CH2:33][C@@:32]2([CH3:35])[C@H:18]([CH2:19][CH2:20][C@@H:21]3[C:31]2=[CH:30][CH2:29][C@@:28]2([CH3:36])[C@H:22]3[CH2:23][CH:24]=[C:25]2[C@H:26]([CH3:27])/[CH:8]=[CH:7]/[C:6]([O:10][CH3:11])=[O:9])[CH2:17]1)(=[O:14])[CH3:13]. The yield is 0.680. (3) The product is [CH3:1][C:2]1[CH:3]=[CH:4][C:5]([N+:12]([O-:14])=[O:13])=[C:6]([CH2:8][C:9]([N:46]2[CH2:51][CH2:50][O:49][CH2:48][CH2:47]2)=[O:11])[CH:7]=1. The catalyst is ClCCl.CO.ClCCl. The reactants are [CH3:1][C:2]1[CH:3]=[CH:4][C:5]([N+:12]([O-:14])=[O:13])=[C:6]([CH2:8][C:9]([OH:11])=O)[CH:7]=1.CN(C(ON1N=NC2C=CC=NC1=2)=[N+](C)C)C.F[P-](F)(F)(F)(F)F.C(N(CC)CC)C.[NH:46]1[CH2:51][CH2:50][O:49][CH2:48][CH2:47]1. The yield is 0.870. (4) The reactants are [N:1]1[CH:6]=[CH:5][CH:4]=[CH:3][C:2]=1[N:7]1[CH2:12][CH2:11][NH:10][CH2:9][CH2:8]1.[F:13][C:14]([F:27])([F:26])[C:15]1[CH:20]=[CH:19][CH:18]=[CH:17][C:16]=1[NH:21][C:22](=[O:25])[CH2:23]Cl.C(=O)([O-])[O-].[Na+].[Na+]. The catalyst is CN(C)C=O.O. The product is [N:1]1[CH:6]=[CH:5][CH:4]=[CH:3][C:2]=1[N:7]1[CH2:8][CH2:9][N:10]([CH2:23][C:22]([NH:21][C:16]2[CH:17]=[CH:18][CH:19]=[CH:20][C:15]=2[C:14]([F:13])([F:26])[F:27])=[O:25])[CH2:11][CH2:12]1. The yield is 0.750.